Dataset: Retrosynthesis with 50K atom-mapped reactions and 10 reaction types from USPTO. Task: Predict the reactants needed to synthesize the given product. (1) Given the product CN(C)c1ccccc1Nc1cc(-c2ccccc2)ccc1C(=O)OC(C)(C)C, predict the reactants needed to synthesize it. The reactants are: CC(C)(C)OC(=O)c1ccc(-c2ccccc2)cc1N.CN(C)c1ccccc1Br. (2) Given the product N#Cc1cc([N+](=O)[O-])ccc1Oc1ccccc1, predict the reactants needed to synthesize it. The reactants are: N#Cc1cc([N+](=O)[O-])ccc1Cl.Oc1ccccc1. (3) Given the product C[C@@H]1CC2=CC(=O)CC[C@@H]2[C@H]2C(=O)C[C@]3(C)C(=O)CC[C@H]3[C@@H]21, predict the reactants needed to synthesize it. The reactants are: C[C@@H]1CC2=CC(=O)CC[C@@H]2[C@@H]2[C@@H]1[C@@H]1CCC(=O)[C@@]1(C)C[C@H]2O. (4) Given the product Cc1nc2ccc(NC(=O)NC(C)(C)C)cc2s1, predict the reactants needed to synthesize it. The reactants are: CC(C)(C)N=C=O.Cc1nc2ccc(N)cc2s1.